This data is from Reaction yield outcomes from USPTO patents with 853,638 reactions. The task is: Predict the reaction yield, written as a fraction of the theoretical maximum amount of product (1.0 means a 100% yield; for example, 0.34 means a 34% yield). (1) The reactants are Br[C:2]1[N:3]=[C:4]([NH:10][C:11]2[CH:16]=[CH:15][C:14]([N:17]3[CH2:22][CH2:21][O:20][CH2:19][CH2:18]3)=[CH:13][CH:12]=2)[C:5](=[O:9])[N:6]([CH3:8])[CH:7]=1.C([O:26][CH2:27][C:28]1[C:33](B2OC(C)(C)C(C)(C)O2)=[CH:32][CH:31]=[CH:30][C:29]=1[N:43]1[CH2:51][C:50]2[C:45](=[CH:46][CH:47]=[C:48]([C:52]([CH3:55])([CH3:54])[CH3:53])[CH:49]=2)[C:44]1=[O:56])(=O)C. No catalyst specified. The product is [C:52]([C:48]1[CH:49]=[C:50]2[C:45](=[CH:46][CH:47]=1)[C:44](=[O:56])[N:43]([C:29]1[CH:30]=[CH:31][CH:32]=[C:33]([C:2]3[N:3]=[C:4]([NH:10][C:11]4[CH:16]=[CH:15][C:14]([N:17]5[CH2:22][CH2:21][O:20][CH2:19][CH2:18]5)=[CH:13][CH:12]=4)[C:5](=[O:9])[N:6]([CH3:8])[CH:7]=3)[C:28]=1[CH2:27][OH:26])[CH2:51]2)([CH3:55])([CH3:53])[CH3:54]. The yield is 0.470. (2) The reactants are [CH3:1][C:2]1[CH:3]=[C:4]([OH:9])[CH:5]=[C:6]([CH3:8])[CH:7]=1.[CH2:10](Br)[C:11]([C:13]1[CH:18]=[CH:17][CH:16]=[CH:15][CH:14]=1)=[O:12]. The catalyst is CO. The product is [CH3:1][C:2]1[CH:3]=[C:4]([CH:5]=[C:6]([CH3:8])[CH:7]=1)[O:9][CH2:10][C:11]([C:13]1[CH:18]=[CH:17][CH:16]=[CH:15][CH:14]=1)=[O:12]. The yield is 0.860.